Dataset: Full USPTO retrosynthesis dataset with 1.9M reactions from patents (1976-2016). Task: Predict the reactants needed to synthesize the given product. (1) Given the product [O:21]=[C:4]1[NH:5][C:6]([C:15]2[CH:16]=[CH:17][CH:18]=[CH:19][CH:20]=2)([C:9]2[CH:14]=[CH:13][CH:12]=[CH:11][CH:10]=2)[C:7](=[O:8])[N:3]1[CH2:2][O:1][C:24](=[NH:25])[C:23]([Cl:27])([Cl:26])[Cl:22], predict the reactants needed to synthesize it. The reactants are: [OH:1][CH2:2][N:3]1[C:7](=[O:8])[C:6]([C:15]2[CH:20]=[CH:19][CH:18]=[CH:17][CH:16]=2)([C:9]2[CH:14]=[CH:13][CH:12]=[CH:11][CH:10]=2)[NH:5][C:4]1=[O:21].[Cl:22][C:23]([Cl:27])([Cl:26])[C:24]#[N:25]. (2) Given the product [CH3:17][C:18]1[N:23]=[CH:22][N:21]=[C:20]([N:24]2[CH2:29][CH2:28][CH:27]([NH:16][C:14]3[N:15]=[C:8]4[C:7]([N:1]5[CH2:2][CH2:3][O:4][CH2:5][CH2:6]5)=[CH:12][CH:11]=[CH:10][N:9]4[N:13]=3)[CH2:26][CH2:25]2)[CH:19]=1, predict the reactants needed to synthesize it. The reactants are: [N:1]1([C:7]2[C:8]3[N:9]([N:13]=[C:14]([NH2:16])[N:15]=3)[CH:10]=[CH:11][CH:12]=2)[CH2:6][CH2:5][O:4][CH2:3][CH2:2]1.[CH3:17][C:18]1[N:23]=[CH:22][N:21]=[C:20]([N:24]2[CH2:29][CH2:28][C:27](=O)[CH2:26][CH2:25]2)[CH:19]=1.C(Cl)Cl. (3) Given the product [C:30]([C:31]1[CH:3]=[C:4]([O:21][C:22]([F:23])([F:24])[F:25])[CH:5]=[C:6]2[C:32]=1[O:10][CH:9]([C:12]([F:15])([F:13])[F:14])[C:8]([C:16]([O:18][CH2:19][CH3:20])=[O:17])=[CH:7]2)#[C:29][CH2:33][CH3:34], predict the reactants needed to synthesize it. The reactants are: IC1[CH:3]=[C:4]([O:21][C:22]([F:25])([F:24])[F:23])[CH:5]=[C:6]2C=1[O:10][CH:9]([C:12]([F:15])([F:14])[F:13])[C:8]([C:16]([O:18][CH2:19][CH3:20])=[O:17])=[CH:7]2.C(Cl)Cl.[CH:29]#[C:30][CH2:31][CH3:32].[C:33]1(C)C=CC=C[CH:34]=1. (4) Given the product [CH2:1]([C:8]1[CH:9]=[N:10][C:11]2[C:16]([C:17]=1[C:18]1[CH:23]=[CH:22][CH:21]=[C:20]([C:24]#[C:25][C:31]3[CH:36]=[CH:35][CH:34]=[CH:33][CH:32]=3)[CH:19]=1)=[CH:15][CH:14]=[CH:13][C:12]=2[C:26]([F:29])([F:28])[F:27])[C:2]1[CH:3]=[CH:4][CH:5]=[CH:6][CH:7]=1, predict the reactants needed to synthesize it. The reactants are: [CH2:1]([C:8]1[CH:9]=[N:10][C:11]2[C:16]([C:17]=1[C:18]1[CH:23]=[CH:22][CH:21]=[C:20]([C:24]#[CH:25])[CH:19]=1)=[CH:15][CH:14]=[CH:13][C:12]=2[C:26]([F:29])([F:28])[F:27])[C:2]1[CH:7]=[CH:6][CH:5]=[CH:4][CH:3]=1.I[C:31]1[CH:36]=[CH:35][CH:34]=[CH:33][CH:32]=1.N1CCCCC1. (5) Given the product [C:1]1([S:7]([N:10]2[C:18]3[C:13](=[CH:14][C:15]([C:38]4[CH:37]=[CH:36][C:45]5[C:40](=[CH:41][CH:42]=[CH:43][CH:44]=5)[CH:39]=4)=[CH:16][CH:17]=3)[C:12]([CH2:20][CH2:21][NH:22][C:23]([O:25][C:26]([CH3:29])([CH3:28])[CH3:27])=[O:24])=[CH:11]2)(=[O:9])=[O:8])[CH:6]=[CH:5][CH:4]=[CH:3][CH:2]=1, predict the reactants needed to synthesize it. The reactants are: [C:1]1([S:7]([N:10]2[C:18]3[C:13](=[CH:14][C:15](Br)=[CH:16][CH:17]=3)[C:12]([CH2:20][CH2:21][NH:22][C:23]([O:25][C:26]([CH3:29])([CH3:28])[CH3:27])=[O:24])=[CH:11]2)(=[O:9])=[O:8])[CH:6]=[CH:5][CH:4]=[CH:3][CH:2]=1.C(=O)([O-])[O-].[Cs+].[Cs+].[CH:36]1[C:45]2[C:40](=[CH:41][CH:42]=[CH:43][CH:44]=2)[CH:39]=[CH:38][C:37]=1B(O)O.